This data is from Forward reaction prediction with 1.9M reactions from USPTO patents (1976-2016). The task is: Predict the product of the given reaction. Given the reactants Br[C:2]1[CH:3]=[C:4](Br)[C:5]2OC[N:8]([C:11]([CH3:14])([CH3:13])[CH3:12])[CH2:7][C:6]=2[CH:15]=1.[F:17][C:18]([F:29])([F:28])[C:19]1[N:24]=[CH:23][C:22](B(O)O)=[CH:21][CH:20]=1.[C:30](=[O:33])([O-])[O-].[K+].[K+], predict the reaction product. The product is: [C:11]([NH:8][CH2:7][C:6]1[CH:5]=[C:4]([C:22]2[CH:23]=[N:24][C:19]([C:18]([F:29])([F:28])[F:17])=[CH:20][CH:21]=2)[CH:3]=[C:2]([C:15]2[CH:23]=[N:24][C:19]([C:18]([F:29])([F:28])[F:17])=[CH:20][CH:21]=2)[C:30]=1[OH:33])([CH3:12])([CH3:13])[CH3:14].